This data is from Full USPTO retrosynthesis dataset with 1.9M reactions from patents (1976-2016). The task is: Predict the reactants needed to synthesize the given product. Given the product [CH2:25]([NH+:16]([CH2:8][CH2:9][CH2:10][CH2:11][CH2:12][CH2:13][CH2:14][CH3:15])[CH2:17][CH2:18][CH2:19][CH2:20][CH2:21][CH2:22][CH2:23][CH3:24])[CH2:26][CH2:27][CH2:28][CH2:29][CH2:30][CH2:31][CH3:32].[CH2:25]([N:16]([CH2:8][CH2:9][CH2:10][CH2:11][CH2:12][CH2:13][CH2:14][CH3:15])[CH2:17][CH2:18][CH2:19][CH2:20][CH2:21][CH2:22][CH2:23][CH3:24])[CH2:26][CH2:27][CH2:28][CH2:29][CH2:30][CH2:31][CH3:32].[OH:1][C:2]([CH3:7])([CH3:6])[C:3]([OH:5])=[O:4], predict the reactants needed to synthesize it. The reactants are: [OH:1][C:2]([CH3:7])([CH3:6])[C:3]([OH:5])=[O:4].[CH2:8]([N:16]([CH2:25][CH2:26][CH2:27][CH2:28][CH2:29][CH2:30][CH2:31][CH3:32])[CH2:17][CH2:18][CH2:19][CH2:20][CH2:21][CH2:22][CH2:23][CH3:24])[CH2:9][CH2:10][CH2:11][CH2:12][CH2:13][CH2:14][CH3:15].